From a dataset of Peptide-MHC class I binding affinity with 185,985 pairs from IEDB/IMGT. Regression. Given a peptide amino acid sequence and an MHC pseudo amino acid sequence, predict their binding affinity value. This is MHC class I binding data. (1) The peptide sequence is TVYGLGADV. The MHC is HLA-B57:01 with pseudo-sequence HLA-B57:01. The binding affinity (normalized) is 0.0847. (2) The peptide sequence is QMPRQTGGFF. The MHC is Mamu-A01 with pseudo-sequence Mamu-A01. The binding affinity (normalized) is 0.634. (3) The binding affinity (normalized) is 0.938. The peptide sequence is KTMAMVLSIV. The MHC is HLA-A02:06 with pseudo-sequence HLA-A02:06. (4) The peptide sequence is CLIFLLVLL. The MHC is HLA-A02:06 with pseudo-sequence HLA-A02:06. The binding affinity (normalized) is 0.357. (5) The peptide sequence is KTVAGSFAS. The MHC is HLA-A02:06 with pseudo-sequence HLA-A02:06. The binding affinity (normalized) is 0.157. (6) The peptide sequence is QAGFLGLGPW. The MHC is Mamu-B17 with pseudo-sequence Mamu-B17. The binding affinity (normalized) is 0.209. (7) The peptide sequence is YMRERFEPM. The MHC is HLA-C06:02 with pseudo-sequence HLA-C06:02. The binding affinity (normalized) is 0.714. (8) The peptide sequence is TAAVLMLVAH. The MHC is HLA-B58:01 with pseudo-sequence HLA-B58:01. The binding affinity (normalized) is 0.203.